From a dataset of Full USPTO retrosynthesis dataset with 1.9M reactions from patents (1976-2016). Predict the reactants needed to synthesize the given product. (1) Given the product [ClH:4].[Cl:4][C:5]1[CH:6]=[C:7]([CH:12]2[CH2:17][CH2:16][NH:15][CH2:14][CH2:13]2)[CH:8]=[CH:9][C:10]=1[Cl:11], predict the reactants needed to synthesize it. The reactants are: [H][H].Cl.[Cl:4][C:5]1[CH:6]=[C:7]([C:12]2[CH2:13][CH2:14][NH:15][CH2:16][CH:17]=2)[CH:8]=[CH:9][C:10]=1[Cl:11]. (2) Given the product [CH:7]1([N:6]2[C:2]3[NH:1][C:24]([N:18]4[CH2:23][CH2:22][O:29][CH2:20][CH2:19]4)=[N:25][C:13](=[O:15])[C:3]=3[CH:4]=[N:5]2)[CH2:8][CH2:9][CH2:10][CH2:11][CH2:12]1, predict the reactants needed to synthesize it. The reactants are: [NH2:1][C:2]1[N:6]([CH:7]2[CH2:12][CH2:11][CH2:10][CH2:9][CH2:8]2)[N:5]=[CH:4][C:3]=1[C:13]([O:15]CC)=O.[N:18]1([C:24]#[N:25])[CH2:23][CH2:22]S[CH2:20][CH2:19]1.[H-].[Na+].Cl.[OH2:29]. (3) Given the product [Cl:9][CH2:10][CH2:11][CH2:12][C:13]1[CH:18]=[CH:17][C:16]([C:5](=[O:7])[CH3:6])=[CH:15][CH:14]=1, predict the reactants needed to synthesize it. The reactants are: [Cl-].[Al+3].[Cl-].[Cl-].[C:5](Cl)(=[O:7])[CH3:6].[Cl:9][CH2:10][CH2:11][CH2:12][C:13]1[CH:18]=[CH:17][CH:16]=[CH:15][CH:14]=1. (4) Given the product [I:1][C:2]1[CH:3]=[C:4]([NH2:28])[C:5]([NH:6][CH2:7][C:8]2[CH:13]=[CH:12][C:11]([O:14][CH2:15][C:16]3[CH:21]=[CH:20][C:19]([O:22][CH3:23])=[CH:18][CH:17]=3)=[C:10]([O:24][CH3:25])[CH:9]=2)=[CH:26][CH:27]=1, predict the reactants needed to synthesize it. The reactants are: [I:1][C:2]1[CH:27]=[CH:26][C:5]([NH:6][CH2:7][C:8]2[CH:13]=[CH:12][C:11]([O:14][CH2:15][C:16]3[CH:21]=[CH:20][C:19]([O:22][CH3:23])=[CH:18][CH:17]=3)=[C:10]([O:24][CH3:25])[CH:9]=2)=[C:4]([N+:28]([O-])=O)[CH:3]=1.O.[Cl-].[NH4+]. (5) Given the product [Cl:1][C:2]1[CH:3]=[C:4]2[C:8](=[CH:9][CH:10]=1)[NH:7][C:6]([C:11]([NH:13][C@H:14]1[CH2:19][CH2:18][C@H:17]([C:20]([OH:22])=[O:21])[CH2:16][C@H:15]1[NH:25][C:26]([C:28]1[S:29][C:30]3[CH2:31][N:32]([CH3:37])[CH2:33][CH2:34][C:35]=3[N:36]=1)=[O:27])=[O:12])=[CH:5]2, predict the reactants needed to synthesize it. The reactants are: [Cl:1][C:2]1[CH:3]=[C:4]2[C:8](=[CH:9][CH:10]=1)[NH:7][C:6]([C:11]([NH:13][C@H:14]1[CH2:19][CH2:18][C@H:17]([C:20]([O:22]CC)=[O:21])[CH2:16][C@H:15]1[NH:25][C:26]([C:28]1[S:29][C:30]3[CH2:31][N:32]([CH3:37])[CH2:33][CH2:34][C:35]=3[N:36]=1)=[O:27])=[O:12])=[CH:5]2.C(O)C.[OH-].[Na+].Cl. (6) Given the product [S:1]1[C:5]2[CH:6]=[CH:7][CH:8]=[CH:9][C:4]=2[N:3]=[C:2]1[O:10][C:11]1[CH:12]=[CH:13][C:14]([CH2:17][CH2:18][N:43]2[CH2:42][CH2:41][CH:40]([N:33]3[C:34]4[CH:39]=[CH:38][CH:37]=[CH:36][C:35]=4[N:31]([CH3:30])[C:32]3=[O:46])[CH2:45][CH2:44]2)=[CH:15][CH:16]=1, predict the reactants needed to synthesize it. The reactants are: [S:1]1[C:5]2[CH:6]=[CH:7][CH:8]=[CH:9][C:4]=2[N:3]=[C:2]1[O:10][C:11]1[CH:16]=[CH:15][C:14]([CH2:17][CH2:18]OS(C2C=CC(C)=CC=2)(=O)=O)=[CH:13][CH:12]=1.[CH3:30][N:31]1[C:35]2[CH:36]=[CH:37][CH:38]=[CH:39][C:34]=2[N:33]([CH:40]2[CH2:45][CH2:44][NH:43][CH2:42][CH2:41]2)[C:32]1=[O:46]. (7) Given the product [I:1][C:9]1[CH:14]=[CH:13][C:12]([CH2:15][N:16]2[C:20]([CH3:21])=[CH:19][C:18]([C:22]3[O:26][N:25]=[C:24]([C:27]4[CH:32]=[CH:31][C:30]([O:33][C:34]([F:37])([F:36])[F:35])=[CH:29][CH:28]=4)[N:23]=3)=[N:17]2)=[CH:11][N:10]=1, predict the reactants needed to synthesize it. The reactants are: [I-:1].[Na+].Cl[Si](C)(C)C.Cl[C:9]1[CH:14]=[CH:13][C:12]([CH2:15][N:16]2[C:20]([CH3:21])=[CH:19][C:18]([C:22]3[O:26][N:25]=[C:24]([C:27]4[CH:32]=[CH:31][C:30]([O:33][C:34]([F:37])([F:36])[F:35])=[CH:29][CH:28]=4)[N:23]=3)=[N:17]2)=[CH:11][N:10]=1.